From a dataset of Forward reaction prediction with 1.9M reactions from USPTO patents (1976-2016). Predict the product of the given reaction. Given the reactants Cl[C:2]1[N:3]=[CH:4][C:5]2[CH:10]=[CH:9][N:8]([CH3:11])[C:6]=2[N:7]=1.[CH2:12]1[C:21]2[C:16](=[CH:17][CH:18]=[CH:19][CH:20]=2)[CH2:15][CH2:14][N:13]1[CH2:22][CH:23]([OH:41])[CH2:24][NH:25][C:26]1[CH:31]=[C:30](B2OC(C)(C)C(C)(C)O2)[CH:29]=[CH:28][N:27]=1.[C:42]([O-])([O-:44])=[O:43].[K+].[K+], predict the reaction product. The product is: [CH2:12]1[C:21]2[C:16](=[CH:17][CH:18]=[CH:19][CH:20]=2)[CH2:15][CH2:14][N:13]1[CH2:22][CH:23]([OH:41])[CH2:24][NH:25][C:26]1[CH:31]=[C:30]([C:2]2[N:3]=[CH:4][C:5]3[CH:10]=[CH:9][N:8]([CH3:11])[C:6]=3[N:7]=2)[CH:29]=[CH:28][N:27]=1.[CH:42]([O-:44])=[O:43].